Dataset: Catalyst prediction with 721,799 reactions and 888 catalyst types from USPTO. Task: Predict which catalyst facilitates the given reaction. (1) Reactant: P(Cl)(Cl)(Cl)=O.[CH3:6][N:7]([CH3:10])[CH:8]=O.C([O:13][CH:14](OCC)[CH2:15][O:16][C:17]1[CH:22]=[CH:21][C:20]([Cl:23])=[C:19]([Cl:24])[CH:18]=1)C.C(=O)([O-])[O-].[K+].[K+]. Product: [Cl:24][C:19]1[CH:18]=[C:17]([CH:22]=[CH:21][C:20]=1[Cl:23])[O:16][C:15](=[CH:8][N:7]([CH3:10])[CH3:6])[CH:14]=[O:13]. The catalyst class is: 408. (2) Reactant: [Cl:1][C:2]1[C:9](Cl)=[C:8]([Cl:11])[C:7]([Cl:12])=[C:4]([C:5]#[N:6])[C:3]=1[C:13]#[N:14].[C:15]1([C:21]2[CH:26]=[CH:25][CH:24]=[CH:23][C:22]=2[OH:27])[CH:20]=[CH:19][CH:18]=[CH:17][CH:16]=1.C([O-])([O-])=O.[K+].[K+].C(#N)C. Product: [C:21]1([C:15]2[CH:16]=[CH:17][CH:18]=[CH:19][CH:20]=2)[CH:26]=[CH:25][CH:24]=[CH:23][C:22]=1[O:27][C:9]1[C:2]([Cl:1])=[C:3]([C:13]#[N:14])[C:4](=[C:7]([Cl:12])[C:8]=1[Cl:11])[C:5]#[N:6]. The catalyst class is: 665. (3) Reactant: [CH3:1][O:2][CH:3]([O:19][CH3:20])[C@@H:4]1[CH2:8][CH2:7][CH2:6][N:5]1C(OCC1C=CC=CC=1)=O. Product: [CH3:1][O:2][CH:3]([O:19][CH3:20])[CH:4]1[CH2:8][CH2:7][CH2:6][NH:5]1. The catalyst class is: 319. (4) Reactant: [Br:1][C:2]1[CH:7]=[CH:6][C:5]([NH:8][C:9]2[C:10]([NH2:15])=[CH:11][CH:12]=[CH:13][CH:14]=2)=[C:4]([CH3:16])[CH:3]=1.[N:17]#[C:18]Br. Product: [Br:1][C:2]1[CH:7]=[CH:6][C:5]([N:8]2[C:9]3[CH:14]=[CH:13][CH:12]=[CH:11][C:10]=3[N:15]=[C:18]2[NH2:17])=[C:4]([CH3:16])[CH:3]=1. The catalyst class is: 47. (5) Reactant: C([O:3][C:4](=O)[CH2:5][C:6]([C@@H:8]1[CH2:13][CH2:12][N:11]([C:14]([O:16][CH3:17])=[O:15])[C@@H:10]([C:18]2[CH:23]=[CH:22][C:21]([F:24])=[CH:20][CH:19]=2)[CH2:9]1)=[O:7])C.[OH-].[Na+].[NH2:28]O.Cl. The catalyst class is: 24. Product: [F:24][C:21]1[CH:22]=[CH:23][C:18]([C@H:10]2[CH2:9][C@H:8]([C:6]3[O:7][NH:28][C:4](=[O:3])[CH:5]=3)[CH2:13][CH2:12][N:11]2[C:14]([O:16][CH3:17])=[O:15])=[CH:19][CH:20]=1.